Dataset: Reaction yield outcomes from USPTO patents with 853,638 reactions. Task: Predict the reaction yield, written as a fraction of the theoretical maximum amount of product (1.0 means a 100% yield; for example, 0.34 means a 34% yield). (1) The reactants are [Br:1][C:2]1[CH:3]=[CH:4][C:5]([N:10]2[CH2:15][CH2:14][CH2:13][CH2:12][CH:11]2[CH2:16][CH3:17])=[C:6]([CH:9]=1)[CH:7]=[O:8].[BH4-].[Na+]. The catalyst is CO. The product is [Br:1][C:2]1[CH:3]=[CH:4][C:5]([N:10]2[CH2:15][CH2:14][CH2:13][CH2:12][CH:11]2[CH2:16][CH3:17])=[C:6]([CH2:7][OH:8])[CH:9]=1. The yield is 0.880. (2) The reactants are [CH2:1]([N:4](C)[CH2:5][C@@H:6]([CH3:34])[O:7][C:8]1[CH:17]=[CH:16][CH:15]=[C:14]2[C:9]=1[C:10]([NH:18][C:19]1[CH:24]=[CH:23][C:22]([O:25][CH2:26][C:27]3[CH:32]=[CH:31][CH:30]=[CH:29][N:28]=3)=[C:21]([Cl:33])[CH:20]=1)=[N:11][CH:12]=[N:13]2)C=C. The catalyst is C(#N)C.O.C1C=CC(P(C2C=CC=CC=2)C2C=CC=CC=2)=CC=1.C1C=CC(P(C2C=CC=CC=2)C2C=CC=CC=2)=CC=1.C1C=CC(P(C2C=CC=CC=2)C2C=CC=CC=2)=CC=1.[Cl-].[Rh]. The product is [Cl:33][C:21]1[CH:20]=[C:19]([NH:18][C:10]2[C:9]3[C:14](=[CH:15][CH:16]=[CH:17][C:8]=3[O:7][C@H:6]([CH3:34])[CH2:5][NH:4][CH3:1])[N:13]=[CH:12][N:11]=2)[CH:24]=[CH:23][C:22]=1[O:25][CH2:26][C:27]1[CH:32]=[CH:31][CH:30]=[CH:29][N:28]=1. The yield is 0.150. (3) The reactants are [C:1]([O:5][C:6]([C:8]1[S:12][C:11]2[CH2:13][CH2:14][CH2:15][C:16](=[O:17])[C:10]=2[CH:9]=1)=[O:7])([CH3:4])([CH3:3])[CH3:2].CC(O[CH:23](N(C)C)[N:24]([CH3:26])[CH3:25])(C)C. The catalyst is C1(C)C=CC=CC=1. The product is [C:1]([O:5][C:6]([C:8]1[S:12][C:11]2[CH2:13][CH2:14][C:15](=[CH:23][N:24]([CH3:26])[CH3:25])[C:16](=[O:17])[C:10]=2[CH:9]=1)=[O:7])([CH3:4])([CH3:2])[CH3:3]. The yield is 0.580. (4) The reactants are CC([O-])(C)C.[K+:6].[CH2:7]([OH:14])[C:8]1[CH:13]=[CH:12][CH:11]=[CH:10][CH:9]=1.[C:15]1(=[O:25])[O:20][C:18](=[O:19])[C:17]2=[CH:21][CH:22]=[CH:23][CH:24]=[C:16]12. No catalyst specified. The product is [CH2:7]([O:14][C:15](=[O:25])[C:16]1[C:17](=[CH:21][CH:22]=[CH:23][CH:24]=1)[C:18]([O-:20])=[O:19])[C:8]1[CH:13]=[CH:12][CH:11]=[CH:10][CH:9]=1.[K+:6]. The yield is 0.980. (5) The reactants are COC1C=C(C=CC=1)CN(CC1C=CC(C(OC)=O)=CC=1)S(C1C=CC(Cl)=CC=1)(=O)=O.[Cl:32][C:33]1[CH:38]=[CH:37][C:36]([S:39]([NH:42][CH2:43][C:44]2[CH:49]=[CH:48][C:47]([C:50]#[N:51])=[CH:46][CH:45]=2)(=[O:41])=[O:40])=[CH:35][CH:34]=1.Br[CH2:53][C:54]1[N:55]=[CH:56][C:57]2[C:62]([CH:63]=1)=[CH:61][CH:60]=[CH:59][CH:58]=2. The yield is 0.850. The product is [Cl:32][C:33]1[CH:38]=[CH:37][C:36]([S:39]([N:42]([CH2:43][C:44]2[CH:49]=[CH:48][C:47]([C:50]#[N:51])=[CH:46][CH:45]=2)[CH2:53][C:54]2[N:55]=[CH:56][C:57]3[C:62]([CH:63]=2)=[CH:61][CH:60]=[CH:59][CH:58]=3)(=[O:40])=[O:41])=[CH:35][CH:34]=1. No catalyst specified. (6) The reactants are [CH3:1][S:2](Cl)(=[O:4])=[O:3].[CH2:6]([C:9]1[CH:14]=[C:13]([C:15]2[S:16][CH:17]=[C:18]([C:20]3[CH:25]=[CH:24][C:23]([NH2:26])=[CH:22][CH:21]=3)[N:19]=2)[CH:12]=[CH:11][N:10]=1)[CH2:7][CH3:8].N1C=CC=CC=1.C(O)(=O)CC(CC(O)=O)(C(O)=O)O. The catalyst is C(Cl)Cl. The product is [CH2:6]([C:9]1[CH:14]=[C:13]([C:15]2[S:16][CH:17]=[C:18]([C:20]3[CH:21]=[CH:22][C:23]([NH:26][S:2]([CH3:1])(=[O:4])=[O:3])=[CH:24][CH:25]=3)[N:19]=2)[CH:12]=[CH:11][N:10]=1)[CH2:7][CH3:8]. The yield is 0.870. (7) The reactants are [NH2:1][C:2]1[C:7]([F:8])=[CH:6][CH:5]=[C:4]([F:9])[C:3]=1[OH:10].Cl[CH2:12][C:13](Cl)=[O:14].C([O-])([O-])=O.[K+].[K+]. The yield is 0.930. No catalyst specified. The product is [F:8][C:7]1[C:2]2[NH:1][C:13](=[O:14])[CH2:12][O:10][C:3]=2[C:4]([F:9])=[CH:5][CH:6]=1. (8) The reactants are [C:1]([O:5][C:6]([N:8]1[CH2:13][CH2:12][CH2:11][CH:10]([C:14]2[CH:19]=[CH:18][CH:17]=[CH:16][CH:15]=2)[CH:9]1[C:20](O)=[O:21])=[O:7])([CH3:4])([CH3:3])[CH3:2].[CH2:23]([NH2:30])[C:24]1[CH:29]=[CH:28][CH:27]=[CH:26][CH:25]=1.ON1C2C=CC=CC=2N=N1.Cl.CN(C)CCCN=C=NCC.C(N(C(C)C)CC)(C)C. The yield is 1.00. The product is [CH2:23]([NH:30][C:20]([CH:9]1[CH:10]([C:14]2[CH:15]=[CH:16][CH:17]=[CH:18][CH:19]=2)[CH2:11][CH2:12][CH2:13][N:8]1[C:6]([O:5][C:1]([CH3:2])([CH3:3])[CH3:4])=[O:7])=[O:21])[C:24]1[CH:29]=[CH:28][CH:27]=[CH:26][CH:25]=1. The catalyst is CN(C=O)C.CCOC(C)=O. (9) The reactants are [C:1]1(B(O)O)[CH:6]=[CH:5][CH:4]=[CH:3][CH:2]=1.P([O-])([O-])([O-])=O.[K+].[K+].[K+].I[C:19]1[C:24]([O:25][CH2:26][O:27][CH3:28])=[CH:23][CH:22]=[CH:21][C:20]=1[O:29][CH2:30][O:31][CH3:32].CCOCC. The catalyst is C1(C)C=CC=CC=1.C1C=CC(/C=C/C(/C=C/C2C=CC=CC=2)=O)=CC=1.C1C=CC(/C=C/C(/C=C/C2C=CC=CC=2)=O)=CC=1.C1C=CC(/C=C/C(/C=C/C2C=CC=CC=2)=O)=CC=1.[Pd].[Pd].C1(P(C2CCCCC2)C2C=CC=CC=2C2C(OC)=CC=CC=2OC)CCCCC1. The product is [CH3:32][O:31][CH2:30][O:29][C:20]1[CH:21]=[CH:22][CH:23]=[C:24]([O:25][CH2:26][O:27][CH3:28])[C:19]=1[C:1]1[CH:6]=[CH:5][CH:4]=[CH:3][CH:2]=1. The yield is 0.990.